This data is from Catalyst prediction with 721,799 reactions and 888 catalyst types from USPTO. The task is: Predict which catalyst facilitates the given reaction. (1) Reactant: [Br-].[C:2]1([S+:8]([C:15]2[CH:20]=[CH:19][CH:18]=[CH:17][CH:16]=2)[C:9]2[CH:14]=[CH:13][CH:12]=[CH:11][CH:10]=2)[CH:7]=[CH:6][CH:5]=[CH:4][CH:3]=1.C([O-])([O-])OCC.[F:27][C:28]([F:40])([F:39])[C:29]1[CH:34]=[CH:33][C:32]([S:35]([OH:38])(=[O:37])=[O:36])=[CH:31][CH:30]=1.N. Product: [F:40][C:28]([F:27])([F:39])[C:29]1[CH:30]=[CH:31][C:32]([S:35]([O-:38])(=[O:36])=[O:37])=[CH:33][CH:34]=1.[C:15]1([S+:8]([C:2]2[CH:3]=[CH:4][CH:5]=[CH:6][CH:7]=2)[C:9]2[CH:14]=[CH:13][CH:12]=[CH:11][CH:10]=2)[CH:16]=[CH:17][CH:18]=[CH:19][CH:20]=1. The catalyst class is: 2. (2) Reactant: [CH3:1][C:2]1[CH:7]=[C:6]([C:8]2[C:12]3[CH:13]=[N:14][C:15]([NH2:17])=[CH:16][C:11]=3[N:10](C(C3C=CC=CC=3)(C3C=CC=CC=3)C3C=CC=CC=3)[N:9]=2)[CH:5]=[CH:4][N:3]=1.N1C=CN=C1.C1N=CN([C:47]([N:49]2C=N[CH:51]=[CH:50]2)=[O:48])C=1.NCC1[CH:61]=[CH:60][N:59]=[CH:58][CH:57]=1.C([SiH](CC)CC)C.[C:69]([OH:75])([C:71]([F:74])([F:73])[F:72])=[O:70]. Product: [F:72][C:71]([F:74])([F:73])[C:69]([O-:75])=[O:70].[CH3:1][C:2]1[CH:7]=[C:6]([C:8]2[C:12]3[CH:13]=[N:14][C:15]([NH:17][C:47](=[O:48])[NH:49][CH2:50][C:51]4[CH:61]=[CH:60][N:59]=[CH:58][CH:57]=4)=[CH:16][C:11]=3[NH:10][N:9]=2)[CH:5]=[CH:4][NH+:3]=1. The catalyst class is: 2. (3) Reactant: [Si:1]([O:8][CH2:9][CH2:10][C@@H:11]([C:13]([OH:15])=[O:14])[NH2:12])([C:4]([CH3:7])([CH3:6])[CH3:5])([CH3:3])[CH3:2].C(N(CC)CC)C.[C:23](O[C:23]([O:25][C:26]([CH3:29])([CH3:28])[CH3:27])=[O:24])([O:25][C:26]([CH3:29])([CH3:28])[CH3:27])=[O:24]. Product: [C:26]([O:25][C:23]([NH:12][C@H:11]([C:13]([OH:15])=[O:14])[CH2:10][CH2:9][O:8][Si:1]([C:4]([CH3:6])([CH3:7])[CH3:5])([CH3:3])[CH3:2])=[O:24])([CH3:29])([CH3:28])[CH3:27]. The catalyst class is: 2. (4) Reactant: C[O:2][C:3]([C:5]1[CH:10]=[CH:9][CH:8]=[C:7]([C:11]2[CH2:12][N:13]([C:16]([O:18][C:19]([CH3:22])([CH3:21])[CH3:20])=[O:17])[CH2:14][CH:15]=2)[N:6]=1)=[O:4].O[Li].O. Product: [C:19]([O:18][C:16]([N:13]1[CH2:14][CH:15]=[C:11]([C:7]2[N:6]=[C:5]([C:3]([OH:4])=[O:2])[CH:10]=[CH:9][CH:8]=2)[CH2:12]1)=[O:17])([CH3:22])([CH3:20])[CH3:21]. The catalyst class is: 24.